From a dataset of Full USPTO retrosynthesis dataset with 1.9M reactions from patents (1976-2016). Predict the reactants needed to synthesize the given product. (1) The reactants are: [Cl:1][C:2]1[C:7]([C:8]2[CH:13]=[CH:12][CH:11]=[C:10]([CH:14]=O)[CH:9]=2)=[CH:6][C:5]([CH2:16][NH:17][C:18]([C:20]2[CH:25]=[CH:24][CH:23]=[C:22]([C:26]([NH:28][CH2:29][C:30]3[C:31]([NH:43][CH:44]4[CH2:49][CH2:48][O:47][CH2:46][CH2:45]4)=[C:32]4[CH:40]=[N:39][N:38]([CH2:41][CH3:42])[C:33]4=[N:34][C:35]=3[CH2:36][CH3:37])=[O:27])[CH:21]=2)=[O:19])=[CH:4][CH:3]=1.CC([CH:54]1[CH2:60][NH:59][CH2:58][CH2:57][CH2:56][N:55]1C([O-])=O)(C)C.C(O)(=O)C.C(O[BH-](OC(=O)C)OC(=O)C)(=O)C.[Na+].C(O)(C(F)(F)F)=O. Given the product [Cl:1][C:2]1[C:7]([C:8]2[CH:13]=[CH:12][CH:11]=[C:10]([CH2:14][N:55]3[CH2:56][CH2:57][CH2:58][NH:59][CH2:60][CH2:54]3)[CH:9]=2)=[CH:6][C:5]([CH2:16][NH:17][C:18]([C:20]2[CH:25]=[CH:24][CH:23]=[C:22]([C:26]([NH:28][CH2:29][C:30]3[C:31]([NH:43][CH:44]4[CH2:45][CH2:46][O:47][CH2:48][CH2:49]4)=[C:32]4[CH:40]=[N:39][N:38]([CH2:41][CH3:42])[C:33]4=[N:34][C:35]=3[CH2:36][CH3:37])=[O:27])[CH:21]=2)=[O:19])=[CH:4][CH:3]=1, predict the reactants needed to synthesize it. (2) Given the product [Si:17]([O:16][CH2:15][C:13]1[N:14]=[C:10]([CH:8]([C:6]2[CH:7]=[C:2]([C:27]3[C:28]4[CH:36]=[N:35][C:34]([N:37]5[CH2:42][CH2:41][O:40][CH2:39][CH2:38]5)=[CH:33][C:29]=4[N:30]=[CH:31][N:32]=3)[C:3]([F:25])=[CH:4][C:5]=2[Cl:24])[OH:9])[S:11][CH:12]=1)([C:20]([CH3:23])([CH3:22])[CH3:21])([CH3:19])[CH3:18], predict the reactants needed to synthesize it. The reactants are: Br[C:2]1[C:3]([F:25])=[CH:4][C:5]([Cl:24])=[C:6]([C:8]([C:10]2[S:11][CH:12]=[C:13]([CH2:15][O:16][Si:17]([C:20]([CH3:23])([CH3:22])[CH3:21])([CH3:19])[CH3:18])[N:14]=2)=[O:9])[CH:7]=1.Cl[C:27]1[C:28]2[CH:36]=[N:35][C:34]([N:37]3[CH2:42][CH2:41][O:40][CH2:39][CH2:38]3)=[CH:33][C:29]=2[N:30]=[CH:31][N:32]=1. (3) Given the product [Cl:1][C:2]1[CH:7]=[CH:6][CH:5]=[CH:4][C:3]=1[C@@H:8]1[NH:13][C:12](=[O:14])[C@H:11]([CH2:15][CH:16]([CH3:18])[CH3:17])[N:10]([C:28]([C@@H:26]2[CH2:27][C@H:25]2[C:19]2[CH:24]=[CH:23][CH:22]=[CH:21][CH:20]=2)=[O:29])[CH2:9]1, predict the reactants needed to synthesize it. The reactants are: [Cl:1][C:2]1[CH:7]=[CH:6][CH:5]=[CH:4][C:3]=1[C@@H:8]1[NH:13][C:12](=[O:14])[C@H:11]([CH2:15][CH:16]([CH3:18])[CH3:17])[NH:10][CH2:9]1.[C:19]1([C@@H:25]2[CH2:27][C@H:26]2[C:28](O)=[O:29])[CH:24]=[CH:23][CH:22]=[CH:21][CH:20]=1.C([C@@H]1N(C([C@@H]2C[C@H]2C2C=CC=CC=2)=O)C[C@H](CC(C)C)NC1=O)C(C)C.